From a dataset of Full USPTO retrosynthesis dataset with 1.9M reactions from patents (1976-2016). Predict the reactants needed to synthesize the given product. (1) Given the product [Cl:27][CH:25]([O:24][C:22]([NH:2][CH2:3][C:4]1([CH2:10][C:11]([O:13][CH2:14][C:15]2[CH:16]=[CH:17][CH:18]=[CH:19][CH:20]=2)=[O:12])[CH2:9][CH2:8][CH2:7][CH2:6][CH2:5]1)=[O:23])[CH3:26], predict the reactants needed to synthesize it. The reactants are: Cl.[NH2:2][CH2:3][C:4]1([CH2:10][C:11]([O:13][CH2:14][C:15]2[CH:20]=[CH:19][CH:18]=[CH:17][CH:16]=2)=[O:12])[CH2:9][CH2:8][CH2:7][CH2:6][CH2:5]1.Cl[C:22]([O:24][CH:25]([Cl:27])[CH3:26])=[O:23].CN1CCOCC1. (2) Given the product [OH:4][CH2:3][CH2:2][N:1]([CH2:5][CH2:6][OH:7])[C:24](=[O:26])[CH2:25][CH:20]([CH:8]=[CH:9][CH2:10][CH2:11][CH2:12][CH2:13][CH2:14][CH3:15])[C:21]([OH:23])=[O:22], predict the reactants needed to synthesize it. The reactants are: [NH:1]([CH2:5][CH2:6][OH:7])[CH2:2][CH2:3][OH:4].[CH:8]([CH:20]1[CH2:25][C:24](=[O:26])[O:23][C:21]1=[O:22])=[CH:9][CH2:10][CH2:11][CH2:12][CH2:13][CH2:14][CH2:15]CCCC.O. (3) The reactants are: [C:1]1([C:11]2[CH:18]=[CH:17][C:14]([CH:15]=[O:16])=[CH:13][N:12]=2)[C:10]2[C:5](=[CH:6][CH:7]=[CH:8][CH:9]=2)[CH:4]=[CH:3][CH:2]=1.[CH:19]1([Mg]Br)[CH2:21][CH2:20]1. Given the product [CH:19]1([CH:15]([C:14]2[CH:13]=[N:12][C:11]([C:1]3[C:10]4[C:5](=[CH:6][CH:7]=[CH:8][CH:9]=4)[CH:4]=[CH:3][CH:2]=3)=[CH:18][CH:17]=2)[OH:16])[CH2:21][CH2:20]1, predict the reactants needed to synthesize it. (4) Given the product [Br:1][C:2]1[C:14]2[C:13]3[C:8](=[CH:9][C:34]([CH:35]([OH:36])[CH2:37][OH:24])=[CH:11][CH:12]=3)[NH:7][C:6]=2[C:5]([C:17]([NH2:19])=[O:18])=[CH:4][CH:3]=1, predict the reactants needed to synthesize it. The reactants are: [Br:1][C:2]1[C:14]2[C:13]3[C:8](=[CH:9]C(C=C)=[CH:11][CH:12]=3)[NH:7][C:6]=2[C:5]([C:17]([NH2:19])=[O:18])=[CH:4][CH:3]=1.C[N+]1([O-])CC[O:24]CC1.S([O-])([O-])=O.[Na+].[Na+].[CH3:34][C:35]([CH3:37])=[O:36]. (5) Given the product [CH2:1]([C:5]1[N:6]=[C:7]([CH3:28])[N:8]([C:36]2[CH:35]=[CH:34][C:33]3[O:29][CH2:30][CH2:31][C:32]=3[CH:37]=2)[C:9](=[O:27])[C:10]=1[CH2:11][C:12]1[CH:17]=[CH:16][C:15]([C:18]2[C:19]([C:24]#[N:25])=[CH:20][CH:21]=[CH:22][CH:23]=2)=[CH:14][C:13]=1[F:26])[CH2:2][CH2:3][CH3:4], predict the reactants needed to synthesize it. The reactants are: [CH2:1]([C:5]1[N:6]=[C:7]([CH3:28])[NH:8][C:9](=[O:27])[C:10]=1[CH2:11][C:12]1[CH:17]=[CH:16][C:15]([C:18]2[C:19]([C:24]#[N:25])=[CH:20][CH:21]=[CH:22][CH:23]=2)=[CH:14][C:13]=1[F:26])[CH2:2][CH2:3][CH3:4].[O:29]1[C:33]2[CH:34]=[CH:35][C:36](B(O)O)=[CH:37][C:32]=2[CH2:31][CH2:30]1.C(N(CC)CC)C.N1C=CC=CC=1. (6) Given the product [Cl:36][C:32]1[C:33]([Cl:35])=[CH:34][C:29]2[O:28][CH2:27][C:26](=[O:37])[N:25]([CH2:24][C:23]([N:22]([CH:14]([C:11]3[CH:10]=[CH:9][C:8]([C:4]4[CH:5]=[CH:6][CH:7]=[CH:2][CH:3]=4)=[CH:13][C:12]=3[NH:48][S:42]([CH2:40][CH3:41])(=[O:44])=[O:43])[CH2:15][N:16]3[CH2:21][CH2:20][O:19][CH2:18][CH2:17]3)[CH3:39])=[O:38])[C:30]=2[CH:31]=1, predict the reactants needed to synthesize it. The reactants are: N[C:2]1[CH:3]=[C:4]([C:8]2[CH:13]=[CH:12][C:11]([CH:14]([N:22]([CH3:39])[C:23](=[O:38])[CH2:24][N:25]3[C:30]4[CH:31]=[C:32]([Cl:36])[C:33]([Cl:35])=[CH:34][C:29]=4[O:28][CH2:27][C:26]3=[O:37])[CH2:15][N:16]3[CH2:21][CH2:20][O:19][CH2:18][CH2:17]3)=[CH:10][CH:9]=2)[CH:5]=[CH:6][CH:7]=1.[CH2:40]([S:42](Cl)(=[O:44])=[O:43])[CH3:41].C([N:48](CC)CC)C. (7) Given the product [CH3:3][O:4][C:5]1[CH:10]=[C:9]([O:11][CH3:12])[CH:8]=[CH:7][C:6]=1[C:13]1[CH:18]=[CH:17][CH:16]=[C:15]([C:19]([Cl:30])=[O:21])[CH:14]=1, predict the reactants needed to synthesize it. The reactants are: N#N.[CH3:3][O:4][C:5]1[CH:10]=[C:9]([O:11][CH3:12])[CH:8]=[CH:7][C:6]=1[C:13]1[CH:18]=[CH:17][CH:16]=[C:15]([C:19]([OH:21])=O)[CH:14]=1.CN(C=O)C.C(Cl)(=O)C([Cl:30])=O. (8) Given the product [OH:1][C:2]([C:39]1[S:40][CH:41]=[CH:42][CH:43]=1)([C:44]1[S:45][CH:46]=[CH:47][CH:48]=1)[C:3]([O:5][C@H:6]1[CH2:11][CH2:10][C@H:9]([N:12]([CH2:13][CH2:14][CH2:15][C:16]2[C:24]3[C:19](=[CH:20][CH:21]=[CH:22][CH:23]=3)[N:18]([CH2:25][CH2:26][NH:49][CH2:50][C@H:51]([O:52][Si:53]([C:56]([CH3:59])([CH3:58])[CH3:57])([CH3:55])[CH3:54])[C:60]3[CH:69]=[CH:68][C:67]([OH:70])=[C:66]4[C:61]=3[CH:62]=[CH:63][C:64](=[O:71])[NH:65]4)[CH:17]=2)[CH3:38])[CH2:8][CH2:7]1)=[O:4], predict the reactants needed to synthesize it. The reactants are: [OH:1][C:2]([C:44]1[S:45][CH:46]=[CH:47][CH:48]=1)([C:39]1[S:40][CH:41]=[CH:42][CH:43]=1)[C:3]([O:5][C@H:6]1[CH2:11][CH2:10][C@H:9]([N:12]([CH3:38])[CH2:13][CH2:14][CH2:15][C:16]2[C:24]3[C:19](=[CH:20][CH:21]=[CH:22][CH:23]=3)[N:18]([CH2:25][CH2:26]OS(C3C=CC(C)=CC=3)(=O)=O)[CH:17]=2)[CH2:8][CH2:7]1)=[O:4].[NH2:49][CH2:50][C@@H:51]([C:60]1[CH:69]=[CH:68][C:67]([OH:70])=[C:66]2[C:61]=1[CH:62]=[CH:63][C:64](=[O:71])[NH:65]2)[O:52][Si:53]([C:56]([CH3:59])([CH3:58])[CH3:57])([CH3:55])[CH3:54].C(=O)(O)[O-].[Na+].O.